Dataset: Full USPTO retrosynthesis dataset with 1.9M reactions from patents (1976-2016). Task: Predict the reactants needed to synthesize the given product. (1) Given the product [CH3:35][S:20][C:19](=[NH:21])[CH:18]([C:10]1[CH:9]=[C:8]([O:7][CH3:6])[C:17]2[O:16][CH2:15][O:14][CH2:13][C:12]=2[CH:11]=1)[NH:22][C:23]1[CH:24]=[CH:25][C:26]([C:29]2[N:33]=[C:32]([CH3:34])[O:31][N:30]=2)=[CH:27][CH:28]=1, predict the reactants needed to synthesize it. The reactants are: F[B-](F)(F)F.[CH3:6][O:7][C:8]1[C:17]2[O:16][CH2:15][O:14][CH2:13][C:12]=2[CH:11]=[C:10]([CH:18]([NH:22][C:23]2[CH:28]=[CH:27][C:26]([C:29]3[N:33]=[C:32]([CH3:34])[O:31][N:30]=3)=[CH:25][CH:24]=2)[C:19]([NH2:21])=[S:20])[CH:9]=1.[C:35](=O)([O-])O.[Na+].C(OCC)(=O)C. (2) Given the product [N+:7]([O-:10])([O-:9])=[O:8].[CH2:1]([NH2+:3][CH2:4][CH2:5][O:6][N+:7]([O-:9])=[O:8])[CH3:2], predict the reactants needed to synthesize it. The reactants are: [CH2:1]([NH:3][CH2:4][CH2:5][OH:6])[CH3:2].[N+:7]([O-:10])([OH:9])=[O:8]. (3) Given the product [ClH:13].[NH2:1][C:2]1([C:7]([O:9][CH3:10])=[O:8])[CH2:6][CH2:5][CH2:4][CH2:3]1, predict the reactants needed to synthesize it. The reactants are: [NH2:1][C:2]1([C:7]([OH:9])=[O:8])[CH2:6][CH2:5][CH2:4][CH2:3]1.[C:10]([Cl:13])(=O)C. (4) Given the product [CH2:1]([C:8]1[CH:17]=[C:16]2[C:11]([CH:12]=[C:13]([C:22]([OH:24])=[O:23])[C@@H:14]([C:18]([F:19])([F:20])[F:21])[O:15]2)=[CH:10][C:9]=1[CH3:25])[C:2]1[CH:7]=[CH:6][CH:5]=[CH:4][CH:3]=1, predict the reactants needed to synthesize it. The reactants are: [CH2:1]([C:8]1[CH:17]=[C:16]2[C:11]([CH:12]=[C:13]([C:22]([OH:24])=[O:23])[CH:14]([C:18]([F:21])([F:20])[F:19])[O:15]2)=[CH:10][C:9]=1[CH3:25])[C:2]1[CH:7]=[CH:6][CH:5]=[CH:4][CH:3]=1.C1([C@H](N)C)C2C(=CC=CC=2)C=CC=1. (5) Given the product [F:14][C:11]([F:12])([F:13])[C:9]1[CH:8]=[C:7]([C:15]2[CH:20]=[CH:19][C:18]([C:21]([F:24])([F:22])[F:23])=[CH:17][CH:16]=2)[N:6]=[C:5]([C:3]2[N:4]=[C:30]([C:29]3[CH:33]=[CH:34][C:26]([NH2:25])=[N:27][CH:28]=3)[O:1][N:2]=2)[N:10]=1, predict the reactants needed to synthesize it. The reactants are: [OH:1][NH:2][C:3]([C:5]1[N:10]=[C:9]([C:11]([F:14])([F:13])[F:12])[CH:8]=[C:7]([C:15]2[CH:20]=[CH:19][C:18]([C:21]([F:24])([F:23])[F:22])=[CH:17][CH:16]=2)[N:6]=1)=[NH:4].[NH2:25][C:26]1[CH:34]=[CH:33][C:29]([C:30](O)=O)=[CH:28][N:27]=1. (6) Given the product [C:27]([C:22]1[CH:21]=[C:20]([NH:19][C:16]2[N:15]=[C:14]([N:29]3[CH2:34][CH2:33][O:32][CH2:31][CH2:30]3)[C:13]([C:9]3[CH:8]=[C:7](/[CH:6]=[CH:5]/[C:4]([OH:35])=[O:3])[CH:12]=[CH:11][CH:10]=3)=[CH:18][N:17]=2)[CH:25]=[CH:24][C:23]=1[F:26])#[N:28], predict the reactants needed to synthesize it. The reactants are: C([O:3][C:4](=[O:35])[CH:5]=[CH:6][C:7]1[CH:12]=[CH:11][CH:10]=[C:9]([C:13]2[C:14]([N:29]3[CH2:34][CH2:33][O:32][CH2:31][CH2:30]3)=[N:15][C:16]([NH:19][C:20]3[CH:25]=[CH:24][C:23]([F:26])=[C:22]([C:27]#[N:28])[CH:21]=3)=[N:17][CH:18]=2)[CH:8]=1)C.[OH-].[Na+].Cl. (7) Given the product [CH:13]1([O:5][C:4]([CH2:3][CH:2]([C:7]([O:9][CH:13]2[CH2:18][CH2:17][CH2:16][CH2:15][CH2:14]2)=[O:8])[CH2:1][C:10]([O:12][CH:13]2[CH2:18][CH2:17][CH2:16][CH2:15][CH2:14]2)=[O:11])=[O:6])[CH2:18][CH2:17][CH2:16][CH2:15][CH2:14]1, predict the reactants needed to synthesize it. The reactants are: [CH2:1]([C:10]([OH:12])=[O:11])[CH:2]([C:7]([OH:9])=[O:8])[CH2:3][C:4]([OH:6])=[O:5].[CH:13]1(O)[CH2:18][CH2:17][CH2:16][CH2:15][CH2:14]1. (8) Given the product [CH2:2]([O:4][C:5](=[O:17])[C@@H:6]([NH:7][C:33](=[O:34])[C:32]1[CH:36]=[C:37]([Cl:41])[C:38]([Cl:40])=[CH:39][C:31]=1[NH:30][S:27]([C:23]1[C:20]2=[N:21][S:22][N:18]=[C:19]2[CH:26]=[CH:25][CH:24]=1)(=[O:29])=[O:28])[CH2:8][C:9]1[CH:14]=[CH:13][C:12]([F:15])=[C:11]([Br:16])[CH:10]=1)[CH3:3], predict the reactants needed to synthesize it. The reactants are: Cl.[CH2:2]([O:4][C:5](=[O:17])[C@H:6]([CH2:8][C:9]1[CH:14]=[CH:13][C:12]([F:15])=[C:11]([Br:16])[CH:10]=1)[NH2:7])[CH3:3].[N:18]1[S:22][N:21]=[C:20]2[C:23]([S:27]([NH:30][C:31]3[CH:39]=[C:38]([Cl:40])[C:37]([Cl:41])=[CH:36][C:32]=3[C:33](O)=[O:34])(=[O:29])=[O:28])=[CH:24][CH:25]=[CH:26][C:19]=12. (9) Given the product [OH:1][CH:2]1[CH2:3][N:4]([C:6]2[CH:7]=[CH:8][C:9]([C:12]([OH:16])=[O:17])=[CH:10][CH:11]=2)[CH2:5]1, predict the reactants needed to synthesize it. The reactants are: [OH:1][CH:2]1[CH2:5][N:4]([C:6]2[CH:11]=[CH:10][C:9]([C:12](=[O:16])COC)=[CH:8][CH:7]=2)[CH2:3]1.[OH2:17].[OH-].[Li+].Cl. (10) Given the product [CH3:1][O:2][C:3]([CH:4]1[CH2:5][O:6][C@@H:21]([C:22]2[CH:27]=[CH:26][N:25]=[CH:24][CH:23]=2)[N:7]1[C:8]([O:10][CH2:11][C:12]1[CH:13]=[CH:14][CH:15]=[CH:16][CH:17]=1)=[O:9])=[O:18].[CH3:1][O:2][C:3]([CH:4]1[CH2:29][O:28][CH:21]([C:22]2[CH:23]=[CH:24][N:25]=[CH:26][CH:27]=2)[N:7]1[C:8]([O:10][CH2:11][C:12]1[CH:13]=[CH:14][CH:15]=[CH:16][CH:17]=1)=[O:9])=[O:18], predict the reactants needed to synthesize it. The reactants are: [CH3:1][O:2][C:3](=[O:18])[CH:4]([NH:7][C:8]([O:10][CH2:11][C:12]1[CH:17]=[CH:16][CH:15]=[CH:14][CH:13]=1)=[O:9])[CH2:5][OH:6].CO[CH:21]([O:28][CH3:29])[C:22]1[CH:27]=[CH:26][N:25]=[CH:24][CH:23]=1.CC1C=CC(S(O)(=O)=O)=CC=1.